This data is from Full USPTO retrosynthesis dataset with 1.9M reactions from patents (1976-2016). The task is: Predict the reactants needed to synthesize the given product. (1) The reactants are: [NH2:1][C:2]1[S:3][C:4]2[C:9]([N:10]=1)=[CH:8][CH:7]=[C:6]([O:11][C:12]1[CH:13]=[C:14]([NH:19][C:20](=[O:29])[O:21][CH2:22][C:23]3[CH:28]=[CH:27][CH:26]=[CH:25][CH:24]=3)[CH:15]=[CH:16][C:17]=1[CH3:18])[N:5]=2.[CH:30]1([C:33](Cl)=[O:34])[CH2:32][CH2:31]1.CO.C(=O)([O-])[O-].[K+].[K+]. Given the product [CH:30]1([C:33]([NH:1][C:2]2[S:3][C:4]3[C:9]([N:10]=2)=[CH:8][CH:7]=[C:6]([O:11][C:12]2[CH:13]=[C:14]([NH:19][C:20](=[O:29])[O:21][CH2:22][C:23]4[CH:24]=[CH:25][CH:26]=[CH:27][CH:28]=4)[CH:15]=[CH:16][C:17]=2[CH3:18])[N:5]=3)=[O:34])[CH2:32][CH2:31]1, predict the reactants needed to synthesize it. (2) Given the product [Cl:1][C:2]1[N:10]=[C:9]2[C:5]([N:6]=[CH:7][NH:8]2)=[C:4]([NH:21][C:18]2[CH:19]=[CH:20][C:15]([CH:13]=[O:14])=[CH:16][CH:17]=2)[N:3]=1, predict the reactants needed to synthesize it. The reactants are: [Cl:1][C:2]1[N:10]=[C:9]2[C:5]([NH:6][CH:7]=[N:8]2)=[C:4](Cl)[N:3]=1.C[C:13]([C:15]1[CH:20]=[CH:19][C:18]([NH2:21])=[CH:17][CH:16]=1)=[O:14]. (3) Given the product [C:16]([CH2:15][N:6]1[C:2]([CH3:1])=[CH:3][CH:4]=[C:5]1[C:7]([O:9][CH2:10][CH3:11])=[O:8])#[N:17], predict the reactants needed to synthesize it. The reactants are: [CH3:1][C:2]1[NH:6][C:5]([C:7]([O:9][CH2:10][CH3:11])=[O:8])=[CH:4][CH:3]=1.[H-].[Na+].Br[CH2:15][C:16]#[N:17]. (4) The reactants are: [S:1]1[CH:5]=[CH:4][CH:3]=[C:2]1[CH2:6][C:7]1[C:16]2[C:11](=[CH:12][CH:13]=[CH:14][CH:15]=2)[CH2:10][N:9](O)[CH:8]=1.P(Cl)(Cl)([Cl:20])=O. Given the product [Cl:20][C:10]1[C:11]2[C:16](=[CH:15][CH:14]=[CH:13][CH:12]=2)[C:7]([CH2:6][C:2]2[S:1][CH:5]=[CH:4][CH:3]=2)=[CH:8][N:9]=1, predict the reactants needed to synthesize it. (5) Given the product [CH3:12][O:11][C:9](=[O:10])[N:8]([C:6]1[CH:5]=[C:4]([N:22]2[CH2:23][CH2:24][NH:25][CH2:26][CH2:27]2)[C:3]([F:35])=[C:2]([NH2:1])[CH:7]=1)[CH2:13][C:14]1[CH:19]=[CH:18][C:17]([O:20][CH3:21])=[CH:16][CH:15]=1.[C:38]([OH:40])([C:37]([F:42])([F:41])[F:36])=[O:39], predict the reactants needed to synthesize it. The reactants are: [NH2:1][C:2]1[C:3]([F:35])=[C:4]([N:22]2[CH2:27][CH2:26][N:25](C(OC(C)(C)C)=O)[CH2:24][CH2:23]2)[CH:5]=[C:6]([N:8]([CH2:13][C:14]2[CH:19]=[CH:18][C:17]([O:20][CH3:21])=[CH:16][CH:15]=2)[C:9]([O:11][CH3:12])=[O:10])[CH:7]=1.[F:36][C:37]([F:42])([F:41])[C:38]([OH:40])=[O:39]. (6) The reactants are: [CH2:1]([O:5][CH:6]([C:8]1[C:16]2[C:15]([NH:17][CH:18]3[CH2:20][CH2:19]3)=[N:14][C:13]([NH:21][C:22]3[CH:30]=[C:29]4[C:25]([CH:26]=[N:27][NH:28]4)=[CH:24][CH:23]=3)=[N:12][C:11]=2[N:10](S(C2C=CC(C)=CC=2)(=O)=O)[CH:9]=1)[CH3:7])[CH2:2][CH2:3][CH3:4].[OH-].[K+]. Given the product [CH2:1]([O:5][CH:6]([C:8]1[C:16]2[C:15]([NH:17][CH:18]3[CH2:19][CH2:20]3)=[N:14][C:13]([NH:21][C:22]3[CH:30]=[C:29]4[C:25]([CH:26]=[N:27][NH:28]4)=[CH:24][CH:23]=3)=[N:12][C:11]=2[NH:10][CH:9]=1)[CH3:7])[CH2:2][CH2:3][CH3:4], predict the reactants needed to synthesize it. (7) Given the product [S:2]([O-:6])([O-:5])(=[O:4])=[O:3].[Zn+2:7].[S:2](=[O:4])(=[O:3])([OH:6])[OH:5], predict the reactants needed to synthesize it. The reactants are: O.[S:2]([O-:6])([O-:5])(=[O:4])=[O:3].[Zn+:7].[NH4+].N.